The task is: Predict the product of the given reaction.. This data is from Forward reaction prediction with 1.9M reactions from USPTO patents (1976-2016). (1) Given the reactants [CH3:1][N:2]([CH:4]([CH:7]1[CH2:16][CH2:15][C:10]2([O:14][CH2:13][CH2:12][O:11]2)[CH2:9][CH2:8]1)[C:5]#N)[CH3:3].[F:17][C:18]1[CH:23]=[CH:22]C([Mg]Br)=[CH:20][CH:19]=1.[Cl-].[NH4+].O, predict the reaction product. The product is: [O:14]1[C:10]2([CH2:15][CH2:16][CH:7]([CH:4]([N:2]([CH3:3])[CH3:1])[C:5]3[CH:22]=[CH:23][C:18]([F:17])=[CH:19][CH:20]=3)[CH2:8][CH2:9]2)[O:11][CH2:12][CH2:13]1. (2) Given the reactants [N:1]1[CH:6]=[CH:5][N:4]=[CH:3][C:2]=1[C:7]([OH:9])=[O:8].OS(O)(=O)=O.[CH3:15]O, predict the reaction product. The product is: [CH3:15][O:8][C:7]([C:2]1[CH:3]=[N:4][CH:5]=[CH:6][N:1]=1)=[O:9]. (3) Given the reactants Cl.[OH:2][C@H:3]1[CH2:8][CH2:7][CH2:6][NH:5][CH2:4]1.[F:9][C:10]1[CH:18]=[CH:17][C:13]([C:14](O)=[O:15])=[CH:12][CH:11]=1.CCN=C=NCCCN(C)C.Cl.C1C=CC2N(O)N=NC=2C=1.C(N(CC)CC)C, predict the reaction product. The product is: [F:9][C:10]1[CH:18]=[CH:17][C:13]([C:14]([N:5]2[CH2:6][CH2:7][CH2:8][C@H:3]([OH:2])[CH2:4]2)=[O:15])=[CH:12][CH:11]=1. (4) Given the reactants [CH2:1]([O:8][C:9]1[CH:14]=[CH:13][C:12]([OH:15])=[CH:11][CH:10]=1)[C:2]1[CH:7]=[CH:6][CH:5]=[CH:4][CH:3]=1.[C:16]([C@H:20]1[CH2:24]OS(=O)(=O)[O:21]1)([CH3:19])([CH3:18])[CH3:17].C(=O)([O-])[O-].[K+].[K+].C(Cl)(=O)C, predict the reaction product. The product is: [CH2:1]([O:8][C:9]1[CH:10]=[CH:11][C:12]([O:15][CH2:24][C@@H:20]([OH:21])[C:16]([CH3:19])([CH3:18])[CH3:17])=[CH:13][CH:14]=1)[C:2]1[CH:3]=[CH:4][CH:5]=[CH:6][CH:7]=1. (5) Given the reactants [OH:1][CH2:2][CH2:3][C:4]1[CH:12]=[CH:11][CH:10]=[C:9]2[C:5]=1[CH2:6][C:7](=[O:13])[NH:8]2.[N:14]1([CH2:19][CH2:20][O:21][C:22]2[CH:23]=[C:24]3[C:28](=[CH:29][CH:30]=2)[NH:27][C:26]([CH:31]=O)=[CH:25]3)[CH2:18][CH2:17][CH2:16][CH2:15]1, predict the reaction product. The product is: [OH:1][CH2:2][CH2:3][C:4]1[CH:12]=[CH:11][CH:10]=[C:9]2[C:5]=1[C:6](=[CH:31][C:26]1[NH:27][C:28]3[C:24]([CH:25]=1)=[CH:23][C:22]([O:21][CH2:20][CH2:19][N:14]1[CH2:18][CH2:17][CH2:16][CH2:15]1)=[CH:30][CH:29]=3)[C:7](=[O:13])[NH:8]2. (6) Given the reactants [Cl:1][C:2]1[NH:3][C:4]2[C:9]([C:10]=1[CH:11]=[O:12])=[CH:8][CH:7]=[CH:6][CH:5]=2.[O:13]([C:20]1[CH:25]=[CH:24][C:23](B(O)O)=[CH:22][CH:21]=1)[C:14]1[CH:19]=[CH:18][CH:17]=[CH:16][CH:15]=1, predict the reaction product. The product is: [Cl:1][C:2]1[N:3]([C:23]2[CH:24]=[CH:25][C:20]([O:13][C:14]3[CH:19]=[CH:18][CH:17]=[CH:16][CH:15]=3)=[CH:21][CH:22]=2)[C:4]2[C:9]([C:10]=1[CH:11]=[O:12])=[CH:8][CH:7]=[CH:6][CH:5]=2. (7) Given the reactants [C:1](Cl)(=[O:4])[CH2:2][CH3:3].[CH3:6][O:7][C:8]1[C:13]2[N:14]=[C:15]([C:17]([F:20])([F:19])[F:18])[S:16][C:12]=2[CH:11]=[CH:10][CH:9]=1.O, predict the reaction product. The product is: [CH3:6][O:7][C:8]1[C:13]2[N:14]=[C:15]([C:17]([F:20])([F:18])[F:19])[S:16][C:12]=2[C:11]([C:1](=[O:4])[CH2:2][CH3:3])=[CH:10][CH:9]=1. (8) The product is: [CH:12]1([NH:11][C:4]2[C:5]3[O:10][CH:9]=[CH:8][C:6]=3[N:7]=[C:2]([NH:15][C:16]3[CH:25]=[C:24]4[C:19]([CH2:20][CH:21]([CH3:27])[C:22](=[O:26])[NH:23]4)=[CH:18][CH:17]=3)[N:3]=2)[CH2:14][CH2:13]1. Given the reactants Cl[C:2]1[N:3]=[C:4]([NH:11][CH:12]2[CH2:14][CH2:13]2)[C:5]2[O:10][CH:9]=[CH:8][C:6]=2[N:7]=1.[NH2:15][C:16]1[CH:25]=[C:24]2[C:19]([CH2:20][CH:21]([CH3:27])[C:22](=[O:26])[NH:23]2)=[CH:18][CH:17]=1.C([O-])([O-])=O.[K+].[K+].CC(C1C=C(C(C)C)C(C2C=CC=CC=2P(C2CCCCC2)C2CCCCC2)=C(C(C)C)C=1)C, predict the reaction product.